From a dataset of NCI-60 drug combinations with 297,098 pairs across 59 cell lines. Regression. Given two drug SMILES strings and cell line genomic features, predict the synergy score measuring deviation from expected non-interaction effect. (1) Drug 1: C1=CC(=C2C(=C1NCCNCCO)C(=O)C3=C(C=CC(=C3C2=O)O)O)NCCNCCO. Drug 2: CCN(CC)CCNC(=O)C1=C(NC(=C1C)C=C2C3=C(C=CC(=C3)F)NC2=O)C. Cell line: NCIH23. Synergy scores: CSS=61.4, Synergy_ZIP=8.18, Synergy_Bliss=8.99, Synergy_Loewe=-17.8, Synergy_HSA=6.52. (2) Drug 1: CS(=O)(=O)CCNCC1=CC=C(O1)C2=CC3=C(C=C2)N=CN=C3NC4=CC(=C(C=C4)OCC5=CC(=CC=C5)F)Cl. Drug 2: C1=CN(C=N1)CC(O)(P(=O)(O)O)P(=O)(O)O. Cell line: SK-MEL-5. Synergy scores: CSS=-1.55, Synergy_ZIP=-1.02, Synergy_Bliss=-5.15, Synergy_Loewe=-11.2, Synergy_HSA=-8.23. (3) Drug 1: CC1=C2C(C(=O)C3(C(CC4C(C3C(C(C2(C)C)(CC1OC(=O)C(C(C5=CC=CC=C5)NC(=O)C6=CC=CC=C6)O)O)OC(=O)C7=CC=CC=C7)(CO4)OC(=O)C)O)C)OC(=O)C. Cell line: UO-31. Drug 2: CCC1(C2=C(COC1=O)C(=O)N3CC4=CC5=C(C=CC(=C5CN(C)C)O)N=C4C3=C2)O.Cl. Synergy scores: CSS=15.3, Synergy_ZIP=-2.81, Synergy_Bliss=3.28, Synergy_Loewe=-7.22, Synergy_HSA=2.03. (4) Drug 1: C1=CN(C(=O)N=C1N)C2C(C(C(O2)CO)O)O.Cl. Drug 2: C1CN1C2=NC(=NC(=N2)N3CC3)N4CC4. Cell line: LOX IMVI. Synergy scores: CSS=50.3, Synergy_ZIP=-5.59, Synergy_Bliss=-7.06, Synergy_Loewe=-1.32, Synergy_HSA=1.13. (5) Drug 2: C1CC(=O)NC(=O)C1N2C(=O)C3=CC=CC=C3C2=O. Synergy scores: CSS=-3.78, Synergy_ZIP=1.49, Synergy_Bliss=0.363, Synergy_Loewe=-1.09, Synergy_HSA=-2.24. Drug 1: C1=CN(C=N1)CC(O)(P(=O)(O)O)P(=O)(O)O. Cell line: IGROV1. (6) Drug 1: CCC(=C(C1=CC=CC=C1)C2=CC=C(C=C2)OCCN(C)C)C3=CC=CC=C3.C(C(=O)O)C(CC(=O)O)(C(=O)O)O. Drug 2: CC(C)(C#N)C1=CC(=CC(=C1)CN2C=NC=N2)C(C)(C)C#N. Cell line: MALME-3M. Synergy scores: CSS=2.41, Synergy_ZIP=-1.06, Synergy_Bliss=0.180, Synergy_Loewe=-1.00, Synergy_HSA=-0.650.